From a dataset of Forward reaction prediction with 1.9M reactions from USPTO patents (1976-2016). Predict the product of the given reaction. (1) Given the reactants C=O.[C:3]([BH3-])#[N:4].[Na+].FC(F)(F)C(O)=O.[C:14]1([S:20]([N:23]2[C:31]3[C:26](=[CH:27][C:28]([F:32])=[CH:29][CH:30]=3)[C:25]([S:33]([C:36]3[CH:41]=[CH:40][C:39]([CH:42]4[CH2:46][CH2:45]N[CH2:43]4)=[C:38]([CH3:47])[CH:37]=3)(=[O:35])=[O:34])=[CH:24]2)(=[O:22])=[O:21])[CH:19]=[CH:18][CH:17]=[CH:16][CH:15]=1.[OH-].[Na+], predict the reaction product. The product is: [C:14]1([S:20]([N:23]2[C:31]3[C:26](=[CH:27][C:28]([F:32])=[CH:29][CH:30]=3)[C:25]([S:33]([C:36]3[CH:41]=[CH:40][C:39]([CH:42]4[CH2:46][CH2:45][N:4]([CH3:3])[CH2:43]4)=[C:38]([CH3:47])[CH:37]=3)(=[O:34])=[O:35])=[CH:24]2)(=[O:21])=[O:22])[CH:19]=[CH:18][CH:17]=[CH:16][CH:15]=1. (2) Given the reactants C([O:5][C:6](=[O:28])[CH2:7][C:8]1([N:12]2[CH2:17][CH2:16][CH:15]([NH:18][C@@H:19]3[CH2:21][C@H:20]3[C:22]3[CH:27]=[CH:26][CH:25]=[CH:24][CH:23]=3)[CH2:14][CH2:13]2)[CH2:11][CH2:10][CH2:9]1)(C)(C)C.[ClH:29].O1CCOCC1, predict the reaction product. The product is: [ClH:29].[ClH:29].[C:22]1([C@@H:20]2[CH2:21][C@H:19]2[NH:18][CH:15]2[CH2:16][CH2:17][N:12]([C:8]3([CH2:7][C:6]([OH:28])=[O:5])[CH2:11][CH2:10][CH2:9]3)[CH2:13][CH2:14]2)[CH:23]=[CH:24][CH:25]=[CH:26][CH:27]=1.